This data is from NCI-60 drug combinations with 297,098 pairs across 59 cell lines. The task is: Regression. Given two drug SMILES strings and cell line genomic features, predict the synergy score measuring deviation from expected non-interaction effect. (1) Drug 1: CC1=C(C=C(C=C1)NC2=NC=CC(=N2)N(C)C3=CC4=NN(C(=C4C=C3)C)C)S(=O)(=O)N.Cl. Drug 2: CNC(=O)C1=CC=CC=C1SC2=CC3=C(C=C2)C(=NN3)C=CC4=CC=CC=N4. Cell line: UACC62. Synergy scores: CSS=6.82, Synergy_ZIP=-0.571, Synergy_Bliss=3.52, Synergy_Loewe=0.639, Synergy_HSA=3.22. (2) Synergy scores: CSS=25.2, Synergy_ZIP=-8.39, Synergy_Bliss=-2.11, Synergy_Loewe=-0.647, Synergy_HSA=0.0401. Drug 1: CN1CCC(CC1)COC2=C(C=C3C(=C2)N=CN=C3NC4=C(C=C(C=C4)Br)F)OC. Cell line: SNB-75. Drug 2: C1=C(C(=O)NC(=O)N1)F. (3) Drug 1: CC1=C2C(C(=O)C3(C(CC4C(C3C(C(C2(C)C)(CC1OC(=O)C(C(C5=CC=CC=C5)NC(=O)OC(C)(C)C)O)O)OC(=O)C6=CC=CC=C6)(CO4)OC(=O)C)OC)C)OC. Drug 2: CCC1(C2=C(COC1=O)C(=O)N3CC4=CC5=C(C=CC(=C5CN(C)C)O)N=C4C3=C2)O.Cl. Cell line: MOLT-4. Synergy scores: CSS=76.1, Synergy_ZIP=1.45, Synergy_Bliss=0.761, Synergy_Loewe=-0.409, Synergy_HSA=2.53. (4) Drug 1: C1CCN(CC1)CCOC2=CC=C(C=C2)C(=O)C3=C(SC4=C3C=CC(=C4)O)C5=CC=C(C=C5)O. Drug 2: CC1=C(N=C(N=C1N)C(CC(=O)N)NCC(C(=O)N)N)C(=O)NC(C(C2=CN=CN2)OC3C(C(C(C(O3)CO)O)O)OC4C(C(C(C(O4)CO)O)OC(=O)N)O)C(=O)NC(C)C(C(C)C(=O)NC(C(C)O)C(=O)NCCC5=NC(=CS5)C6=NC(=CS6)C(=O)NCCC[S+](C)C)O. Cell line: OVCAR-4. Synergy scores: CSS=-4.13, Synergy_ZIP=-0.465, Synergy_Bliss=-4.24, Synergy_Loewe=-6.25, Synergy_HSA=-5.46. (5) Drug 1: CC1=C(C=C(C=C1)C(=O)NC2=CC(=CC(=C2)C(F)(F)F)N3C=C(N=C3)C)NC4=NC=CC(=N4)C5=CN=CC=C5. Drug 2: CCC1=C2CN3C(=CC4=C(C3=O)COC(=O)C4(CC)O)C2=NC5=C1C=C(C=C5)O. Cell line: LOX IMVI. Synergy scores: CSS=22.4, Synergy_ZIP=0.387, Synergy_Bliss=-2.01, Synergy_Loewe=-31.6, Synergy_HSA=-3.71.